Dataset: Forward reaction prediction with 1.9M reactions from USPTO patents (1976-2016). Task: Predict the product of the given reaction. (1) Given the reactants [ClH:1].[CH3:2][NH:3][CH2:4][CH2:5][CH2:6][CH2:7][CH2:8][CH2:9][CH2:10][CH2:11][CH2:12][CH2:13]CC.[C:16]([N:18]=[C:19]([NH2:21])[NH2:20])#[N:17].[CH2:22](O)[CH3:23], predict the reaction product. The product is: [ClH:1].[CH2:4]([N:3]([CH3:2])[C:16](=[NH:17])[NH:18][C:19](=[NH:20])[NH2:21])[CH2:5][CH2:6][CH2:7][CH2:8][CH2:9][CH2:10][CH2:11][CH2:12][CH2:13][CH2:22][CH3:23]. (2) Given the reactants [CH3:1][O:2][C:3]1[CH:8]=[CH:7][C:6]([NH:9][C:10]([C:12]2[CH:17]=[CH:16][C:15]([C:18]3[CH:23]=[CH:22][CH:21]=[CH:20][CH:19]=3)=[CH:14][CH:13]=2)=[O:11])=[CH:5][C:4]=1[NH:24][C:25](=[O:35])[CH2:26][N:27]1[CH2:33][CH:32]2O[CH:29](CC2)[CH2:28]1.ClCC(NC1C=C(NC(C2C=CC(C3C=CC=CC=3)=CC=2)=O)C=CC=1OC)=O.[CH3:64][S:65]([N:68]1CCNCC1)(=[O:67])=[O:66].C(N(CC)CC)C, predict the reaction product. The product is: [CH3:1][O:2][C:3]1[CH:8]=[CH:7][C:6]([NH:9][C:10]([C:12]2[CH:17]=[CH:16][C:15]([C:18]3[CH:23]=[CH:22][CH:21]=[CH:20][CH:19]=3)=[CH:14][CH:13]=2)=[O:11])=[CH:5][C:4]=1[NH:24][C:25](=[O:35])[CH2:26][N:27]1[CH2:28][CH2:29][N:68]([S:65]([CH3:64])(=[O:67])=[O:66])[CH2:32][CH2:33]1. (3) Given the reactants [N:1]([C@@H:4]1[CH2:8][CH2:7][C@H:6]([O:9][Si:10]([C:23]([CH3:26])([CH3:25])[CH3:24])([C:17]2[CH:22]=[CH:21][CH:20]=[CH:19][CH:18]=2)[C:11]2[CH:16]=[CH:15][CH:14]=[CH:13][CH:12]=2)[C@@:5]1([CH3:28])[OH:27])=[N+]=[N-], predict the reaction product. The product is: [NH2:1][C@@H:4]1[CH2:8][CH2:7][C@H:6]([O:9][Si:10]([C:23]([CH3:25])([CH3:24])[CH3:26])([C:11]2[CH:16]=[CH:15][CH:14]=[CH:13][CH:12]=2)[C:17]2[CH:22]=[CH:21][CH:20]=[CH:19][CH:18]=2)[C@@:5]1([CH3:28])[OH:27]. (4) Given the reactants Br[C:2]1[CH:11]=[CH:10][C:9]([N+:12]([O-:14])=[O:13])=[CH:8][C:3]=1[C:4]([O:6][CH3:7])=[O:5].[F:15][C:16]1[CH:23]=[CH:22][C:19]([CH:20]=[CH2:21])=[CH:18][CH:17]=1.C(N(CCCC)CCCC)CCC.C(=O)(O)[O-].[Na+], predict the reaction product. The product is: [F:15][C:16]1[CH:23]=[CH:22][C:19]([C:20]#[C:21][C:2]2[CH:11]=[CH:10][C:9]([N+:12]([O-:14])=[O:13])=[CH:8][C:3]=2[C:4]([O:6][CH3:7])=[O:5])=[CH:18][CH:17]=1. (5) Given the reactants [C:1]([O:5][C:6]([N:8]([CH2:10][C:11]1[CH:12]=[C:13]([C:28]2[CH:33]=[CH:32][CH:31]=[CH:30][CH:29]=2)[N:14]([S:16]([C:19]2[CH:20]=[C:21]([CH:25]=[CH:26][CH:27]=2)[C:22]([OH:24])=O)(=[O:18])=[O:17])[CH:15]=1)[CH3:9])=[O:7])([CH3:4])([CH3:3])[CH3:2].Cl.C(N=C=N[CH2:40][CH2:41][CH2:42][N:43](C)C)C.ON1C2C=CC=CC=2N=N1.C1(N)CC1, predict the reaction product. The product is: [CH:42]1([NH:43][C:22]([C:21]2[CH:20]=[C:19]([S:16]([N:14]3[C:13]([C:28]4[CH:29]=[CH:30][CH:31]=[CH:32][CH:33]=4)=[CH:12][C:11]([CH2:10][N:8]([CH3:9])[C:6](=[O:7])[O:5][C:1]([CH3:4])([CH3:3])[CH3:2])=[CH:15]3)(=[O:18])=[O:17])[CH:27]=[CH:26][CH:25]=2)=[O:24])[CH2:40][CH2:41]1. (6) Given the reactants [C:1]([C:5]1[CH:10]=[CH:9][C:8]([S:11]([CH:14]2[CH2:19][CH2:18][NH:17][CH2:16][CH2:15]2)(=[O:13])=[O:12])=[CH:7][CH:6]=1)([CH3:4])([CH3:3])[CH3:2].Cl[C:21]1[C:30]2[C:25](=[CH:26][CH:27]=[CH:28][CH:29]=2)[CH:24]=[CH:23][N:22]=1.CCN(C(C)C)C(C)C, predict the reaction product. The product is: [C:1]([C:5]1[CH:6]=[CH:7][C:8]([S:11]([CH:14]2[CH2:15][CH2:16][N:17]([C:21]3[C:30]4[C:25](=[CH:26][CH:27]=[CH:28][CH:29]=4)[CH:24]=[CH:23][N:22]=3)[CH2:18][CH2:19]2)(=[O:13])=[O:12])=[CH:9][CH:10]=1)([CH3:4])([CH3:2])[CH3:3].